The task is: Regression. Given two drug SMILES strings and cell line genomic features, predict the synergy score measuring deviation from expected non-interaction effect.. This data is from NCI-60 drug combinations with 297,098 pairs across 59 cell lines. (1) Drug 1: CC1C(C(CC(O1)OC2CC(OC(C2O)C)OC3=CC4=CC5=C(C(=O)C(C(C5)C(C(=O)C(C(C)O)O)OC)OC6CC(C(C(O6)C)O)OC7CC(C(C(O7)C)O)OC8CC(C(C(O8)C)O)(C)O)C(=C4C(=C3C)O)O)O)O. Drug 2: B(C(CC(C)C)NC(=O)C(CC1=CC=CC=C1)NC(=O)C2=NC=CN=C2)(O)O. Cell line: SK-OV-3. Synergy scores: CSS=51.3, Synergy_ZIP=0.666, Synergy_Bliss=0.586, Synergy_Loewe=-1.49, Synergy_HSA=3.60. (2) Drug 1: C1=CC(=C2C(=C1NCCNCCO)C(=O)C3=C(C=CC(=C3C2=O)O)O)NCCNCCO. Drug 2: CC1OCC2C(O1)C(C(C(O2)OC3C4COC(=O)C4C(C5=CC6=C(C=C35)OCO6)C7=CC(=C(C(=C7)OC)O)OC)O)O. Cell line: COLO 205. Synergy scores: CSS=79.1, Synergy_ZIP=11.9, Synergy_Bliss=10.5, Synergy_Loewe=14.9, Synergy_HSA=16.7.